This data is from Forward reaction prediction with 1.9M reactions from USPTO patents (1976-2016). The task is: Predict the product of the given reaction. (1) Given the reactants [CH2:1]([O:3][C:4](=[O:9])[CH2:5][C:6]([CH3:8])=[O:7])[CH3:2].OS(O)(=O)=O.[CH2:15](OC(OCC)OCC)[CH3:16], predict the reaction product. The product is: [CH2:1]([O:3][C:4](=[O:9])[CH:5]=[C:6]([O:7][CH2:15][CH3:16])[CH3:8])[CH3:2]. (2) Given the reactants [Cl:1][C:2]1[C:10]([C:11]([C:14]#[N:15])([CH3:13])[CH3:12])=[CH:9][CH:8]=[CH:7][C:3]=1[C:4](O)=[O:5].C(Cl)(=O)C([Cl:19])=O.CN(C)C=O, predict the reaction product. The product is: [Cl:1][C:2]1[C:10]([C:11]([C:14]#[N:15])([CH3:13])[CH3:12])=[CH:9][CH:8]=[CH:7][C:3]=1[C:4]([Cl:19])=[O:5].